This data is from Catalyst prediction with 721,799 reactions and 888 catalyst types from USPTO. The task is: Predict which catalyst facilitates the given reaction. (1) The catalyst class is: 6. Reactant: [OH:1][CH2:2][CH:3]([CH2:5][OH:6])[OH:4].O[C:8]([CH2:10][CH2:11][CH2:12][CH2:13][CH2:14][CH2:15][CH2:16][CH2:17][CH3:18])=[O:9].[O-2:19].[Ca+2]. Product: [CH3:18][CH2:17][CH2:16][CH2:15][CH2:14][CH2:13][CH2:12][CH2:11][CH2:10][C:8]([O:1][CH2:2][CH:3]([O:4][C:8]([CH2:10][CH2:11][CH2:12][CH2:13][CH2:14][CH2:15][CH2:16][CH2:17][CH3:18])=[O:9])[CH2:5][O:6][C:8]([CH2:10][CH2:11][CH2:12][CH2:13][CH2:14][CH2:15][CH2:16][CH2:17][CH3:18])=[O:19])=[O:9]. (2) Reactant: [C:1]([C:5]1[CH:6]=[C:7]([C:20]([O:22]CC)=[O:21])[N:8]([CH2:10][C:11]2[C:16]([CH3:17])=[CH:15][C:14]([CH3:18])=[CH:13][C:12]=2[CH3:19])[N:9]=1)([CH3:4])([CH3:3])[CH3:2].[OH-].[Na+].C1COCC1.Cl. Product: [C:1]([C:5]1[CH:6]=[C:7]([C:20]([OH:22])=[O:21])[N:8]([CH2:10][C:11]2[C:16]([CH3:17])=[CH:15][C:14]([CH3:18])=[CH:13][C:12]=2[CH3:19])[N:9]=1)([CH3:4])([CH3:2])[CH3:3]. The catalyst class is: 6. (3) Reactant: [CH2:1]([O:4][C:5]1[C:13]([C:14]([F:17])([F:16])[F:15])=[CH:12][CH:11]=[C:10]([CH2:18][O:19][C:20]2[CH:25]=[CH:24][C:23]([C:26]3[CH:31]=[CH:30][C:29]([C:32]4([C:35]([O:37][CH2:38][CH:39]=[CH2:40])=[O:36])[CH2:34][CH2:33]4)=[CH:28][CH:27]=3)=[CH:22][CH:21]=2)[C:6]=1[C:7]([OH:9])=[O:8])[CH:2]=[CH2:3].[C:41](OC(O[C:41]([CH3:44])([CH3:43])[CH3:42])N(C)C)([CH3:44])([CH3:43])[CH3:42]. Product: [CH2:1]([O:4][C:5]1[C:13]([C:14]([F:16])([F:17])[F:15])=[CH:12][CH:11]=[C:10]([CH2:18][O:19][C:20]2[CH:25]=[CH:24][C:23]([C:26]3[CH:27]=[CH:28][C:29]([C:32]4([C:35]([O:37][CH2:38][CH:39]=[CH2:40])=[O:36])[CH2:34][CH2:33]4)=[CH:30][CH:31]=3)=[CH:22][CH:21]=2)[C:6]=1[C:7]([O:9][C:41]([CH3:44])([CH3:43])[CH3:42])=[O:8])[CH:2]=[CH2:3]. The catalyst class is: 11. (4) Reactant: [CH3:1][O:2][CH2:3][CH2:4][NH2:5].[C:6]([N:9]([C:14]1[C:15](=[O:28])[C:16]2[CH:20]=[C:19]([C:21]([O:23][CH3:24])=[O:22])[S:18][C:17]=2[C:25](=[O:27])[CH:26]=1)[CH2:10][CH2:11][O:12][CH3:13])(=[O:8])[CH3:7]. Product: [C:6]([N:9]([C:14]1[C:15](=[O:28])[C:16]2[CH:20]=[C:19]([C:21]([O:23][CH3:24])=[O:22])[S:18][C:17]=2[C:25](=[O:27])[C:26]=1[NH:5][CH2:4][CH2:3][O:2][CH3:1])[CH2:10][CH2:11][O:12][CH3:13])(=[O:8])[CH3:7]. The catalyst class is: 7. (5) Reactant: [CH3:1][O:2][C:3]1[CH:4]=[C:5]([CH:8]=[CH:9][CH:10]=1)[CH2:6]Cl.[S:11]([O-:14])([O-:13])=[O:12].[Na+:15].[Na+]. Product: [Na+:15].[CH3:1][O:2][C:3]1[CH:4]=[C:5]([CH2:6][S:11]([O-:14])(=[O:13])=[O:12])[CH:8]=[CH:9][CH:10]=1. The catalyst class is: 6. (6) Reactant: [H-].[Na+].[OH:3][C:4]1[CH:5]=[C:6]([CH:13]=[CH:14][C:15]=1[F:16])[C:7]([NH:9][CH:10]1[CH2:12][CH2:11]1)=[O:8].Cl.Cl[CH2:19][C:20]1[S:24][C:23]([NH:25][C:26]2[CH:31]=[CH:30][CH:29]=[CH:28][N:27]=2)=[N:22][CH:21]=1.OS([O-])(=O)=O.[K+]. Product: [CH:10]1([NH:9][C:7](=[O:8])[C:6]2[CH:13]=[CH:14][C:15]([F:16])=[C:4]([O:3][CH2:19][C:20]3[S:24][C:23]([NH:25][C:26]4[CH:31]=[CH:30][CH:29]=[CH:28][N:27]=4)=[N:22][CH:21]=3)[CH:5]=2)[CH2:11][CH2:12]1. The catalyst class is: 3. (7) Reactant: [CH3:1][C:2]1([C:5]#[C:6][C:7]2[CH:13]=[C:12]([N+:14]([O-:16])=[O:15])[CH:11]=[CH:10][C:8]=2[NH2:9])[CH2:4][CH2:3]1.N1C=CC=CC=1.[C:23](Cl)(=[O:27])[CH2:24][CH2:25][CH3:26]. Product: [CH3:1][C:2]1([C:5]#[C:6][C:7]2[CH:13]=[C:12]([N+:14]([O-:16])=[O:15])[CH:11]=[CH:10][C:8]=2[NH:9][C:23](=[O:27])[CH2:24][CH2:25][CH3:26])[CH2:4][CH2:3]1. The catalyst class is: 2.